Dataset: Full USPTO retrosynthesis dataset with 1.9M reactions from patents (1976-2016). Task: Predict the reactants needed to synthesize the given product. (1) Given the product [CH2:19]([O:18][C:7]1[CH:8]=[CH:9][C:10]2[C:11]3[N:12]([CH2:13][C:14]([CH3:17])([OH:16])[CH3:15])[C:36]([CH2:35][CH2:34][O:33][CH3:32])=[N:1][C:2]=3[CH:3]=[N:4][C:5]=2[CH:6]=1)[C:20]1[CH:25]=[CH:24][CH:23]=[CH:22][CH:21]=1, predict the reactants needed to synthesize it. The reactants are: [NH2:1][C:2]1[CH:3]=[N:4][C:5]2[C:10]([C:11]=1[NH:12][CH2:13][C:14]([CH3:17])([OH:16])[CH3:15])=[CH:9][CH:8]=[C:7]([O:18][CH2:19][C:20]1[CH:25]=[CH:24][CH:23]=[CH:22][CH:21]=1)[CH:6]=2.N1C=CC=CC=1.[CH3:32][O:33][CH2:34][CH2:35][C:36](Cl)=O. (2) Given the product [C:1]([C:4]1[C:22](=[O:23])[C@@:8]2([CH3:24])[C:9]3[C:15]([OH:16])=[CH:14][C:13]([O:17][CH3:18])=[C:12]([C:19]([NH:21][CH2:26][C:28]4[C:37]5[C:32](=[CH:33][CH:34]=[CH:35][CH:36]=5)[C:31]([C:38]#[N:39])=[CH:30][CH:29]=4)=[O:20])[C:10]=3[O:11][C:7]2=[CH:6][C:5]=1[OH:25])(=[O:3])[CH3:2], predict the reactants needed to synthesize it. The reactants are: [C:1]([C:4]1[C:22](=[O:23])[C@@:8]2([CH3:24])[C:9]3[C:15]([OH:16])=[CH:14][C:13]([O:17][CH3:18])=[C:12]([C:19]([NH2:21])=[O:20])[C:10]=3[O:11][C:7]2=[CH:6][C:5]=1[OH:25])(=[O:3])[CH3:2].[CH:26]([C:28]1[C:37]2[C:32](=[CH:33][CH:34]=[CH:35][CH:36]=2)[C:31]([C:38]#[N:39])=[CH:30][CH:29]=1)=O.C([SiH](CC)CC)C.FC(F)(F)C(O)=O. (3) Given the product [C:1]([C:5]1[CH:6]=[C:7]2[C:12](=[C:13]([F:15])[CH:14]=1)[C:11](=[O:16])[N:10]([C:17]1[CH:22]=[CH:21][CH:20]=[C:19]([C:23]3[CH:24]=[C:25]([NH:31][C:32]4[CH:33]=[CH:34][C:35]([C:38]([CH3:43])([CH3:42])[C:39]([N:46]5[CH2:51][CH2:50][O:49][CH2:48][CH2:47]5)=[O:40])=[CH:36][N:37]=4)[C:26](=[O:30])[N:27]([CH3:29])[CH:28]=3)[C:18]=1[CH2:44][OH:45])[N:9]=[CH:8]2)([CH3:4])([CH3:3])[CH3:2], predict the reactants needed to synthesize it. The reactants are: [C:1]([C:5]1[CH:6]=[C:7]2[C:12](=[C:13]([F:15])[CH:14]=1)[C:11](=[O:16])[N:10]([C:17]1[C:18]([CH2:44][OH:45])=[C:19]([C:23]3[CH:24]=[C:25]([NH:31][C:32]4[N:37]=[CH:36][C:35]([C:38]([CH3:43])([CH3:42])[C:39](O)=[O:40])=[CH:34][CH:33]=4)[C:26](=[O:30])[N:27]([CH3:29])[CH:28]=3)[CH:20]=[CH:21][CH:22]=1)[N:9]=[CH:8]2)([CH3:4])([CH3:3])[CH3:2].[NH:46]1[CH2:51][CH2:50][O:49][CH2:48][CH2:47]1.C(Cl)CCl.[Cl-].[NH4+]. (4) Given the product [C:1]([O:5][C:6]([NH:8][C@@H:9]([CH2:14][O:15][CH2:16][C@H:17]([CH2:27][C:28]1[CH:29]=[CH:30][C:31]([CH3:34])=[CH:32][CH:33]=1)[C@@H:18]([O:22][CH2:23][CH:24]([CH3:25])[CH3:26])[C@@H:19]([OH:21])[CH3:20])[C:10]([OH:12])=[O:11])=[O:7])([CH3:3])([CH3:4])[CH3:2], predict the reactants needed to synthesize it. The reactants are: [C:1]([O:5][C:6]([NH:8][C@@H:9]([CH2:14][O:15][CH2:16][C@H:17]([CH2:27][C:28]1[CH:33]=[CH:32][C:31]([CH3:34])=[CH:30][CH:29]=1)[C@@H:18]([O:22][CH2:23][CH:24]([CH3:26])[CH3:25])[C@@H:19]([OH:21])[CH3:20])[C:10]([O:12]C)=[O:11])=[O:7])([CH3:4])([CH3:3])[CH3:2].O[Li].O. (5) Given the product [OH:59][C:14]([C:15]([F:18])([F:16])[F:57])=[O:31].[N:23]1([C:2]2[CH:7]=[C:6]([C:37]3[C:45]4[CH:44]=[N:43][CH:42]=[N:41][C:40]=4[NH:39][CH:38]=3)[N:5]=[C:4]([NH:9][CH:10]([CH3:19])[C:11]([NH:13][CH2:14][C:15]([F:18])([F:17])[F:16])=[O:12])[N:3]=2)[CH2:20][CH2:22][CH2:28][CH2:26]1, predict the reactants needed to synthesize it. The reactants are: Cl[C:2]1[CH:7]=[C:6](Cl)[N:5]=[C:4]([NH:9][CH:10]([CH3:19])[C:11]([NH:13][CH2:14][C:15]([F:18])([F:17])[F:16])=[O:12])[N:3]=1.[CH:20]([N:23]([CH:26]([CH3:28])C)CC)([CH3:22])C.CC1(C)C(C)(C)OB([C:37]2[C:45]3[CH:44]=[N:43][CH:42]=[N:41][C:40]=3[N:39](S(C3C=CC(C)=CC=3)(=O)=O)[CH:38]=2)[O:31]1.[F-:57].[Cs+].[OH2:59]. (6) Given the product [OH2:12].[OH:26][C:23]([CH3:25])([CH3:24])[CH2:22][C@@:13]1([C:16]2[CH:21]=[CH:20][CH:19]=[CH:18][CH:17]=2)[O:12][C:11](=[O:27])[N:10]([C@H:8]([C:5]2[CH:6]=[CH:7][C:2]([C:32]3[CH:33]=[CH:34][N:29]([CH3:28])[C:30](=[O:38])[CH:31]=3)=[CH:3][CH:4]=2)[CH3:9])[CH2:15][CH2:14]1, predict the reactants needed to synthesize it. The reactants are: Br[C:2]1[CH:7]=[CH:6][C:5]([C@@H:8]([N:10]2[CH2:15][CH2:14][C@:13]([CH2:22][C:23]([OH:26])([CH3:25])[CH3:24])([C:16]3[CH:21]=[CH:20][CH:19]=[CH:18][CH:17]=3)[O:12][C:11]2=[O:27])[CH3:9])=[CH:4][CH:3]=1.[CH3:28][N:29]1[CH:34]=[CH:33][C:32](B(O)O)=[CH:31][C:30]1=[O:38].ClCCl.C(=O)([O-])[O-].[K+].[K+].C(N[C@H](C(O)=O)CS)(=O)C. (7) Given the product [CH2:12]([O:14][C:15]1[C:16]([OH:23])=[C:17]([C:18]2[NH:1][N:2]=[C:3]([C:5]3[C:10]([CH3:11])=[CH:9][CH:8]=[CH:7][N:6]=3)[N:4]=2)[CH:20]=[CH:21][CH:22]=1)[CH3:13], predict the reactants needed to synthesize it. The reactants are: [NH2:1][NH:2][C:3]([C:5]1[C:10]([CH3:11])=[CH:9][CH:8]=[CH:7][N:6]=1)=[NH:4].[CH2:12]([O:14][C:15]1[C:16]([OH:23])=[C:17]([CH:20]=[CH:21][CH:22]=1)[CH:18]=O)[CH3:13].